Predict the reaction yield, written as a fraction of the theoretical maximum amount of product (1.0 means a 100% yield; for example, 0.34 means a 34% yield). From a dataset of Reaction yield outcomes from USPTO patents with 853,638 reactions. The reactants are [CH3:1][Mg+].[Br-].[CH2:4]([CH:6]([C:9]1[C:10]2[N:11]([C:16]([C:20]3[N:24]4[CH:25]=[CH:26][CH:27]=[C:28]([C:29](=[O:31])[CH3:30])[C:23]4=[N:22][C:21]=3[CH3:32])=[C:17]([CH3:19])[N:18]=2)[N:12]=[C:13]([CH3:15])[CH:14]=1)[CH2:7][CH3:8])[CH3:5]. The catalyst is C1COCC1. The product is [CH2:4]([CH:6]([C:9]1[C:10]2[N:11]([C:16]([C:20]3[N:24]4[CH:25]=[CH:26][CH:27]=[C:28]([C:29]([OH:31])([CH3:1])[CH3:30])[C:23]4=[N:22][C:21]=3[CH3:32])=[C:17]([CH3:19])[N:18]=2)[N:12]=[C:13]([CH3:15])[CH:14]=1)[CH2:7][CH3:8])[CH3:5]. The yield is 0.610.